From a dataset of Forward reaction prediction with 1.9M reactions from USPTO patents (1976-2016). Predict the product of the given reaction. (1) Given the reactants Br[C:2]1[CH:7]=[CH:6][C:5]([CH:8]([N:16]([CH3:33])[C:17](=[O:32])[CH2:18][N:19]2[C:24]3[CH:25]=[C:26]([Cl:30])[C:27]([Cl:29])=[CH:28][C:23]=3[O:22][CH2:21][C:20]2=[O:31])[CH2:9][N:10]2[CH2:15][CH2:14][O:13][CH2:12][CH2:11]2)=[CH:4][CH:3]=1.[CH3:34][C:35]([O:38][C:39]([NH:41][C:42]1[CH:43]=[C:44](B(O)O)[CH:45]=[CH:46][CH:47]=1)=[O:40])([CH3:37])[CH3:36].C([O-])([O-])=O.[Na+].[Na+], predict the reaction product. The product is: [Cl:30][C:26]1[C:27]([Cl:29])=[CH:28][C:23]2[O:22][CH2:21][C:20](=[O:31])[N:19]([CH2:18][C:17]([N:16]([CH3:33])[CH:8]([C:5]3[CH:6]=[CH:7][C:2]([C:46]4[CH:45]=[CH:44][CH:43]=[C:42]([NH:41][C:39](=[O:40])[O:38][C:35]([CH3:36])([CH3:34])[CH3:37])[CH:47]=4)=[CH:3][CH:4]=3)[CH2:9][N:10]3[CH2:15][CH2:14][O:13][CH2:12][CH2:11]3)=[O:32])[C:24]=2[CH:25]=1. (2) Given the reactants [CH:1]([O:4][C:5]1[CH:13]=[CH:12][C:8]([C:9]([OH:11])=O)=[CH:7][C:6]=1[O:14][CH3:15])([CH3:3])[CH3:2].CN(C(ON1N=NC2C=CC=NC1=2)=[N+](C)C)C.F[P-](F)(F)(F)(F)F.CCN(CC)CC.Cl.[NH:48]1[CH2:53][CH2:52][C:51]2([CH2:62][CH:61]([CH2:63][OH:64])[C:60]3[C:55](=[CH:56][CH:57]=[CH:58][CH:59]=3)[O:54]2)[CH2:50][CH2:49]1, predict the reaction product. The product is: [OH:64][CH2:63][CH:61]1[C:60]2[C:55](=[CH:56][CH:57]=[CH:58][CH:59]=2)[O:54][C:51]2([CH2:52][CH2:53][N:48]([C:9]([C:8]3[CH:12]=[CH:13][C:5]([O:4][CH:1]([CH3:2])[CH3:3])=[C:6]([O:14][CH3:15])[CH:7]=3)=[O:11])[CH2:49][CH2:50]2)[CH2:62]1.